Dataset: Full USPTO retrosynthesis dataset with 1.9M reactions from patents (1976-2016). Task: Predict the reactants needed to synthesize the given product. (1) The reactants are: C([N:4]1[CH2:8][C@H:7]([O:9][CH2:10][CH3:11])[C@H:6]([NH:12][C:13]2[C:18]([CH2:19][CH3:20])=[N:17][C:16]([C:21]3[CH:26]=[CH:25][C:24]([Cl:27])=[CH:23][C:22]=3[Cl:28])=[C:15]([CH2:29][CH3:30])[N:14]=2)[CH2:5]1)(=O)C.Cl[C:32]([O:34][CH2:35][CH2:36][F:37])=[O:33]. Given the product [Cl:28][C:22]1[CH:23]=[C:24]([Cl:27])[CH:25]=[CH:26][C:21]=1[C:16]1[N:17]=[C:18]([CH2:19][CH3:20])[C:13]([NH:12][C@H:6]2[C@@H:7]([O:9][CH2:10][CH3:11])[CH2:8][N:4]([C:32]([O:34][CH2:35][CH2:36][F:37])=[O:33])[CH2:5]2)=[N:14][C:15]=1[CH2:29][CH3:30], predict the reactants needed to synthesize it. (2) Given the product [CH3:15][C:4]1[N:5]([C:8]2[CH:13]=[CH:12][NH:11][C:10](=[O:14])[CH:9]=2)[C:6]([CH3:7])=[C:2]([C:17]#[C:16][C:18]2[CH:19]=[C:20]([CH3:24])[CH:21]=[CH:22][CH:23]=2)[N:3]=1, predict the reactants needed to synthesize it. The reactants are: I[C:2]1[N:3]=[C:4]([CH3:15])[N:5]([C:8]2[CH:13]=[CH:12][NH:11][C:10](=[O:14])[CH:9]=2)[C:6]=1[CH3:7].[C:16]([C:18]1[CH:23]=[CH:22][CH:21]=[C:20]([CH3:24])[CH:19]=1)#[CH:17]. (3) Given the product [CH3:1][C:2]1[CH:7]=[CH:6][CH:5]=[C:4]([CH3:8])[C:3]=1[NH:9][C:10]([CH:12]1[CH2:17][CH2:16][CH2:15][CH2:14][NH:13]1)=[O:11], predict the reactants needed to synthesize it. The reactants are: [CH3:1][C:2]1[CH:7]=[CH:6][CH:5]=[C:4]([CH3:8])[C:3]=1[NH:9][C:10]([CH:12]1[CH2:17][CH2:16][CH2:15][CH2:14][N:13]1C(OCC1C=CC=CC=1)=O)=[O:11]. (4) Given the product [CH2:47]([CH2:46][C:29]([O:61][C@@H:22]1[C@@H:26]([CH2:27][O:28][C:29]([C:46]2[CH:47]=[CH:48][CH:49]=[CH:50][CH:51]=2)([C:30]2[CH:31]=[CH:32][C:33]([O:36][CH3:37])=[CH:34][CH:35]=2)[C:30]2[CH:31]=[CH:32][C:33]([O:36][CH3:37])=[CH:34][CH:35]=2)[O:25][C@@H:24]([N:52]2[CH:60]=[C:58]([CH3:59])[C:56](=[O:57])[NH:55][C:53]2=[O:54])[CH2:23]1)=[O:28])[CH2:48][CH2:49][CH3:50], predict the reactants needed to synthesize it. The reactants are: COC1C=CC(C([C@@:22]2([OH:61])[C@@H:26]([CH2:27][O:28][C:29]([C:46]3[CH:51]=[CH:50][CH:49]=[CH:48][CH:47]=3)(C3C=CC(OC)=CC=3)[C:30]3[CH:35]=[CH:34][C:33]([O:36][CH3:37])=[CH:32][CH:31]=3)[O:25][C@@H:24]([N:52]3[CH:60]=[C:58]([CH3:59])[C:56](=[O:57])[NH:55][C:53]3=[O:54])[CH2:23]2)(C2C=CC=CC=2)C2C=CC(OC)=CC=2)=CC=1. (5) Given the product [CH3:23][O:22][C:20](=[O:21])[CH2:19][C:18]1([C:24]([O:26][CH3:27])=[O:25])[O:11][N:10]2[C:6]([C:5]([CH3:9])([CH3:8])[O:4][CH2:3][CH2:2]2)=[N:7]1, predict the reactants needed to synthesize it. The reactants are: Cl[CH2:2][CH2:3][O:4][C:5]([CH3:9])([CH3:8])[C:6]#[N:7].[NH2:10][OH:11].C(=O)([O-])[O-].[Na+].[Na+].[C:18]([C:24]([O:26][CH3:27])=[O:25])#[C:19][C:20]([O:22][CH3:23])=[O:21]. (6) Given the product [CH3:1][N:2]1[C:6]([C:7]([C:9]2[CH:10]=[N:11][C:12]([C:15]([F:17])([F:16])[F:18])=[CH:13][CH:14]=2)=[O:8])=[CH:5][N:4]=[N:3]1, predict the reactants needed to synthesize it. The reactants are: [CH3:1][N:2]1[C:6]([CH:7]([C:9]2[CH:10]=[N:11][C:12]([C:15]([F:18])([F:17])[F:16])=[CH:13][CH:14]=2)[OH:8])=[CH:5][N:4]=[N:3]1. (7) Given the product [CH:24]1([NH:28][C:2]2[N:7]3[N:8]=[C:9]([NH:11][C:12](=[O:19])[C:13]4[CH:18]=[CH:17][CH:16]=[N:15][CH:14]=4)[N:10]=[C:6]3[CH:5]=[C:4]([C:20]([F:23])([F:22])[F:21])[CH:3]=2)[CH2:27][CH2:26][CH2:25]1, predict the reactants needed to synthesize it. The reactants are: Cl[C:2]1[N:7]2[N:8]=[C:9]([NH:11][C:12](=[O:19])[C:13]3[CH:18]=[CH:17][CH:16]=[N:15][CH:14]=3)[N:10]=[C:6]2[CH:5]=[C:4]([C:20]([F:23])([F:22])[F:21])[CH:3]=1.[CH:24]1([NH2:28])[CH2:27][CH2:26][CH2:25]1. (8) Given the product [C:11]([O:15][C:16]([NH:18][C:19]1[CH:24]=[CH:23][CH:22]=[CH:21][C:20]=1[NH:25][C:26](=[O:42])[C:27]1[CH:28]=[CH:29][C:30]([C:2]2[C:3]3[S:10][CH:9]=[CH:8][C:4]=3[N:5]=[CH:6][N:7]=2)=[CH:31][CH:32]=1)=[O:17])([CH3:14])([CH3:12])[CH3:13], predict the reactants needed to synthesize it. The reactants are: Cl[C:2]1[C:3]2[S:10][CH:9]=[CH:8][C:4]=2[N:5]=[CH:6][N:7]=1.[C:11]([O:15][C:16]([NH:18][C:19]1[CH:24]=[CH:23][CH:22]=[CH:21][C:20]=1[NH:25][C:26](=[O:42])[C:27]1[CH:32]=[CH:31][C:30](B2OC(C)(C)C(C)(C)O2)=[CH:29][CH:28]=1)=[O:17])([CH3:14])([CH3:13])[CH3:12]. (9) Given the product [C:1]([NH:21][C:22]1[CH:30]=[C:26]([C:27]([OH:29])=[O:28])[C:25]([OH:31])=[CH:24][CH:23]=1)(=[O:20])[CH2:2][CH2:3][CH2:4][CH2:5]/[CH:6]=[CH:7]\[CH2:8]/[CH:9]=[CH:10]\[CH2:11]/[CH:12]=[CH:13]\[CH2:14][CH2:15][CH2:16][CH2:17][CH3:18], predict the reactants needed to synthesize it. The reactants are: [C:1]([OH:20])(=O)[CH2:2][CH2:3][CH2:4][CH2:5]/[CH:6]=[CH:7]\[CH2:8]/[CH:9]=[CH:10]\[CH2:11]/[CH:12]=[CH:13]\[CH2:14][CH2:15][CH2:16][CH2:17][CH3:18].[NH2:21][C:22]1[CH:30]=[C:26]([C:27]([OH:29])=[O:28])[C:25]([OH:31])=[CH:24][CH:23]=1.